From a dataset of Catalyst prediction with 721,799 reactions and 888 catalyst types from USPTO. Predict which catalyst facilitates the given reaction. (1) Reactant: [CH2:1]([O:3][P:4]([CH2:9][C:10]1[CH:15]=[CH:14][C:13]([NH:16][C:17]2[N:22]=[C:21]([NH:23][C:24]3[CH:25]=[CH:26][C:27]([C:35]4[CH2:36][CH2:37][N:38](C(OC(C)(C)C)=O)[CH2:39][CH:40]=4)=[C:28]4[C:32]=3[C:31](=[O:33])[N:30]([CH3:34])[CH2:29]4)[C:20]([C:48]([F:51])([F:50])[F:49])=[CH:19][N:18]=2)=[CH:12][CH:11]=1)([O:6][CH2:7][CH3:8])=[O:5])[CH3:2].FC(F)(F)C(O)=O. Product: [CH2:7]([O:6][P:4]([CH2:9][C:10]1[CH:11]=[CH:12][C:13]([NH:16][C:17]2[N:22]=[C:21]([NH:23][C:24]3[CH:25]=[CH:26][C:27]([C:35]4[CH2:36][CH2:37][NH:38][CH2:39][CH:40]=4)=[C:28]4[C:32]=3[C:31](=[O:33])[N:30]([CH3:34])[CH2:29]4)[C:20]([C:48]([F:50])([F:51])[F:49])=[CH:19][N:18]=2)=[CH:14][CH:15]=1)(=[O:5])[O:3][CH2:1][CH3:2])[CH3:8]. The catalyst class is: 2. (2) Reactant: [N+:1]([C:4]1[CH:5]=[C:6](/[CH:10]=[CH:11]/[C:12]2[CH:17]=[CH:16][N:15]=[CH:14][CH:13]=2)[CH:7]=[CH:8][CH:9]=1)([O-])=O.O.O.[Sn](Cl)Cl. Product: [N:15]1[CH:16]=[CH:17][C:12](/[CH:11]=[CH:10]/[C:6]2[CH:5]=[C:4]([NH2:1])[CH:9]=[CH:8][CH:7]=2)=[CH:13][CH:14]=1. The catalyst class is: 14. (3) Reactant: [Br:1][C:2]1[CH:3]=[C:4]([C:9]2[N:10]=[CH:11][S:12][C:13]=2[C:14]2[CH:19]=[CH:18][CH:17]=[C:16]([Cl:20])[C:15]=2[Cl:21])[C:5](Cl)=[N:6][CH:7]=1.[CH3:22][O:23][C:24]1[CH:31]=[CH:30][C:27]([CH2:28][NH2:29])=[CH:26][CH:25]=1. The catalyst class is: 57. Product: [CH3:22][O:23][C:24]1[CH:31]=[CH:30][C:27]([CH2:28][NH:29][C:5]2[C:4]([C:9]3[N:10]=[CH:11][S:12][C:13]=3[C:14]3[CH:19]=[CH:18][CH:17]=[C:16]([Cl:20])[C:15]=3[Cl:21])=[CH:3][C:2]([Br:1])=[CH:7][N:6]=2)=[CH:26][CH:25]=1. (4) Reactant: [ClH:1].[N+:2]([C:5]1[CH:24]=[CH:23][C:8]([O:9][CH:10]2[CH2:15][CH2:14][N:13](C(OC(C)(C)C)=O)[CH2:12][CH2:11]2)=[CH:7][CH:6]=1)([O-:4])=[O:3]. Product: [ClH:1].[N+:2]([C:5]1[CH:24]=[CH:23][C:8]([O:9][CH:10]2[CH2:11][CH2:12][NH:13][CH2:14][CH2:15]2)=[CH:7][CH:6]=1)([O-:4])=[O:3]. The catalyst class is: 5. (5) Reactant: [CH2:1]([N:8](C)[CH2:9][CH2:10][CH2:11][N:12]1[C:21]2[CH2:20][CH2:19][CH2:18][CH2:17][C:16]=2[C:15](=[O:22])[NH:14][C:13]1=[O:23])C1C=CC=CC=1.C([O-])=O.[NH4+]. Product: [CH3:1][NH:8][CH2:9][CH2:10][CH2:11][N:12]1[C:21]2[CH2:20][CH2:19][CH2:18][CH2:17][C:16]=2[C:15](=[O:22])[NH:14][C:13]1=[O:23]. The catalyst class is: 541. (6) Reactant: [NH2:1][CH2:2][CH2:3][CH2:4][N:5]1[C:16]([C:17]([O:19]CC)=O)=[C:15]2[C:7]([C:8]3[CH:9]=[N:10][NH:11][C:12]=3[CH2:13][CH2:14]2)=[N:6]1.C(=O)([O-])[O-].[Cs+].[Cs+]. Product: [CH:9]1[C:8]2[C:7]3[C:15](=[C:16]4[C:17](=[O:19])[NH:1][CH2:2][CH2:3][CH2:4][N:5]4[N:6]=3)[CH2:14][CH2:13][C:12]=2[NH:11][N:10]=1. The catalyst class is: 5. (7) Reactant: Cl.[NH2:2][CH2:3][C@:4]([C:7]1[C:12]([F:13])=[C:11]([Si:14]([CH2:19][CH3:20])([CH2:17][CH3:18])[CH2:15][CH3:16])[CH:10]=[C:9]([Br:21])[N:8]=1)([OH:6])[CH3:5].C([O-])(O)=O.[Na+].[N+:27]([C:30]1[CH:35]=[CH:34][C:33]([S:36](Cl)(=[O:38])=[O:37])=[CH:32][CH:31]=1)([O-:29])=[O:28]. Product: [Br:21][C:9]1[N:8]=[C:7]([C@@:4]([OH:6])([CH3:5])[CH2:3][NH:2][S:36]([C:33]2[CH:32]=[CH:31][C:30]([N+:27]([O-:29])=[O:28])=[CH:35][CH:34]=2)(=[O:37])=[O:38])[C:12]([F:13])=[C:11]([Si:14]([CH2:17][CH3:18])([CH2:19][CH3:20])[CH2:15][CH3:16])[CH:10]=1. The catalyst class is: 20. (8) Reactant: N12CCCN=C1CCCCC2.[CH:12]([C:14]([CH2:16]C)=[O:15])=[CH2:13].[CH2:18]([O:20][C:21](=[O:34])[CH2:22][NH:23][S:24]([C:27]1[CH:32]=[CH:31][C:30]([CH3:33])=[CH:29][CH:28]=1)(=[O:26])=[O:25])[CH3:19]. Product: [CH2:18]([O:20][C:21]([CH:22]1[C:14]([OH:15])([CH3:16])[CH2:12][CH2:13][N:23]1[S:24]([C:27]1[CH:28]=[CH:29][C:30]([CH3:33])=[CH:31][CH:32]=1)(=[O:25])=[O:26])=[O:34])[CH3:19]. The catalyst class is: 116. (9) Reactant: [H-].[Na+].[C:3](#[N:7])[CH2:4][C:5]#[N:6].Br[C:9]1([C:14]([O:16][CH3:17])=[O:15])[CH2:13][CH2:12][O:11][CH2:10]1.C(=O)([O-])O.[Na+]. Product: [C:5]([CH:4]([C:3]#[N:7])[C:9]1([C:14]([O:16][CH3:17])=[O:15])[CH2:13][CH2:12][O:11][CH2:10]1)#[N:6]. The catalyst class is: 1.